From a dataset of Merck oncology drug combination screen with 23,052 pairs across 39 cell lines. Regression. Given two drug SMILES strings and cell line genomic features, predict the synergy score measuring deviation from expected non-interaction effect. (1) Drug 1: Nc1ccn(C2OC(CO)C(O)C2(F)F)c(=O)n1. Drug 2: Cn1c(=O)n(-c2ccc(C(C)(C)C#N)cc2)c2c3cc(-c4cnc5ccccc5c4)ccc3ncc21. Cell line: PA1. Synergy scores: synergy=9.69. (2) Drug 1: CC(=O)OC1C(=O)C2(C)C(O)CC3OCC3(OC(C)=O)C2C(OC(=O)c2ccccc2)C2(O)CC(OC(=O)C(O)C(NC(=O)c3ccccc3)c3ccccc3)C(C)=C1C2(C)C. Drug 2: CC1(c2nc3c(C(N)=O)cccc3[nH]2)CCCN1. Cell line: DLD1. Synergy scores: synergy=5.65. (3) Drug 1: CC(C)CC(NC(=O)C(Cc1ccccc1)NC(=O)c1cnccn1)B(O)O. Drug 2: CNC(=O)c1cc(Oc2ccc(NC(=O)Nc3ccc(Cl)c(C(F)(F)F)c3)cc2)ccn1. Cell line: NCIH460. Synergy scores: synergy=-5.47. (4) Drug 1: N#Cc1ccc(Cn2cncc2CN2CCN(c3cccc(Cl)c3)C(=O)C2)cc1. Drug 2: COC1=C2CC(C)CC(OC)C(O)C(C)C=C(C)C(OC(N)=O)C(OC)C=CC=C(C)C(=O)NC(=CC1=O)C2=O. Cell line: NCIH460. Synergy scores: synergy=31.1. (5) Drug 1: O=S1(=O)NC2(CN1CC(F)(F)F)C1CCC2Cc2cc(C=CCN3CCC(C(F)(F)F)CC3)ccc2C1. Drug 2: O=C(CCCCCCC(=O)Nc1ccccc1)NO. Cell line: NCIH1650. Synergy scores: synergy=8.37.